From a dataset of M1 muscarinic receptor antagonist screen with 61,756 compounds. Binary Classification. Given a drug SMILES string, predict its activity (active/inactive) in a high-throughput screening assay against a specified biological target. (1) The result is 0 (inactive). The compound is S(CC(=O)c1ccc(C(C)C)cc1)c1[nH]c(cc(=O)n1)C. (2) The drug is O1CCN(C(c2n(nnn2)C2CCCC2)c2cc3c([nH]c2=O)c(cc(c3)C)C)CC1. The result is 0 (inactive). (3) The drug is O=C(NCCCC)CC(=O)Nc1c(cccc1)C(O)=O. The result is 0 (inactive). (4) The drug is S(c1oc(nn1)c1cc(OC)c(OC)c(OC)c1)CC(OCCC)=O. The result is 0 (inactive).